From a dataset of Merck oncology drug combination screen with 23,052 pairs across 39 cell lines. Regression. Given two drug SMILES strings and cell line genomic features, predict the synergy score measuring deviation from expected non-interaction effect. (1) Drug 1: CC(C)CC(NC(=O)C(Cc1ccccc1)NC(=O)c1cnccn1)B(O)O. Drug 2: Cn1cc(-c2cnn3c(N)c(Br)c(C4CCCNC4)nc23)cn1. Cell line: RPMI7951. Synergy scores: synergy=-22.1. (2) Drug 1: O=S1(=O)NC2(CN1CC(F)(F)F)C1CCC2Cc2cc(C=CCN3CCC(C(F)(F)F)CC3)ccc2C1. Drug 2: Cn1cc(-c2cnn3c(N)c(Br)c(C4CCCNC4)nc23)cn1. Cell line: NCIH460. Synergy scores: synergy=-2.10. (3) Drug 1: CC1CC2C3CCC4=CC(=O)C=CC4(C)C3(F)C(O)CC2(C)C1(O)C(=O)CO. Drug 2: CCc1cnn2c(NCc3ccc[n+]([O-])c3)cc(N3CCCCC3CCO)nc12. Synergy scores: synergy=3.34. Cell line: NCIH520. (4) Drug 1: CC(C)CC(NC(=O)C(Cc1ccccc1)NC(=O)c1cnccn1)B(O)O. Drug 2: CCc1c2c(nc3ccc(O)cc13)-c1cc3c(c(=O)n1C2)COC(=O)C3(O)CC. Cell line: HT144. Synergy scores: synergy=-5.17. (5) Drug 1: Cn1nnc2c(C(N)=O)ncn2c1=O. Drug 2: C=CCn1c(=O)c2cnc(Nc3ccc(N4CCN(C)CC4)cc3)nc2n1-c1cccc(C(C)(C)O)n1. Cell line: EFM192B. Synergy scores: synergy=-29.5. (6) Drug 1: C=CCn1c(=O)c2cnc(Nc3ccc(N4CCN(C)CC4)cc3)nc2n1-c1cccc(C(C)(C)O)n1. Drug 2: Cc1nc(Nc2ncc(C(=O)Nc3c(C)cccc3Cl)s2)cc(N2CCN(CCO)CC2)n1. Cell line: MSTO. Synergy scores: synergy=56.5. (7) Drug 1: N#Cc1ccc(Cn2cncc2CN2CCN(c3cccc(Cl)c3)C(=O)C2)cc1. Drug 2: CC1(c2nc3c(C(N)=O)cccc3[nH]2)CCCN1. Cell line: HT144. Synergy scores: synergy=-5.05.